Dataset: Forward reaction prediction with 1.9M reactions from USPTO patents (1976-2016). Task: Predict the product of the given reaction. (1) Given the reactants [Br:1][C:2]1[CH:7]=[C:6]([C:8]2([C:11]#N)[CH2:10][CH2:9]2)[CH:5]=[CH:4][N:3]=1.CC(C[AlH]CC(C)C)C.C(OCC)(=[O:24])C.OS(O)(=O)=O, predict the reaction product. The product is: [Br:1][C:2]1[CH:7]=[C:6]([C:8]2([CH:11]=[O:24])[CH2:10][CH2:9]2)[CH:5]=[CH:4][N:3]=1. (2) Given the reactants Cl[C:2]1[N:7]=[C:6]([C:8]2[CH:13]=[CH:12][CH:11]=[CH:10][N:9]=2)[CH:5]=[CH:4][N:3]=1.[NH:14]1[CH2:19][CH2:18][CH:17]([NH:20][S:21]([CH3:24])(=[O:23])=[O:22])[CH2:16][CH2:15]1.CCN(CC)CC.CCOC(C)=O, predict the reaction product. The product is: [N:9]1[CH:10]=[CH:11][CH:12]=[CH:13][C:8]=1[C:6]1[CH:5]=[CH:4][N:3]=[C:2]([N:14]2[CH2:15][CH2:16][CH:17]([NH:20][S:21]([CH3:24])(=[O:22])=[O:23])[CH2:18][CH2:19]2)[N:7]=1. (3) Given the reactants [Cl:1][C:2]1[CH:44]=[CH:43][C:5]([CH2:6][C@@H:7]([NH:32][CH2:33][CH2:34][NH:35]C(=O)OC(C)(C)C)[C:8]([N:10]2[CH:15]3[CH2:16][CH2:17][CH:11]2[CH2:12][CH:13]([N:18]([CH:26]2[CH2:31][CH2:30][CH2:29][CH2:28][CH2:27]2)[C:19]([N:21]([CH2:24][CH3:25])[CH2:22][CH3:23])=[O:20])[CH2:14]3)=[O:9])=[CH:4][CH:3]=1, predict the reaction product. The product is: [ClH:1].[NH2:35][CH2:34][CH2:33][NH:32][C@@H:7]([C:8]([N:10]1[CH:15]2[CH2:16][CH2:17][CH:11]1[CH2:12][CH:13]([N:18]([CH:26]1[CH2:27][CH2:28][CH2:29][CH2:30][CH2:31]1)[C:19]([N:21]([CH2:22][CH3:23])[CH2:24][CH3:25])=[O:20])[CH2:14]2)=[O:9])[CH2:6][C:5]1[CH:43]=[CH:44][C:2]([Cl:1])=[CH:3][CH:4]=1. (4) Given the reactants Br[C:2]1[CH:3]=[C:4]([S:8][CH2:9][CH2:10][CH2:11][CH2:12][CH2:13][O:14][CH3:15])[CH:5]=[CH:6][CH:7]=1.[CH2:16]([NH:19][C:20](=[O:25])[C:21]([F:24])([F:23])[F:22])[CH:17]=[CH2:18], predict the reaction product. The product is: [F:22][C:21]([F:24])([F:23])[C:20]([NH:19][CH2:16]/[CH:17]=[CH:18]/[C:2]1[CH:7]=[CH:6][CH:5]=[C:4]([S:8][CH2:9][CH2:10][CH2:11][CH2:12][CH2:13][O:14][CH3:15])[CH:3]=1)=[O:25]. (5) The product is: [CH:26]1([NH:30][C:17](=[O:18])[CH2:16][S:15][C:4]2[N:3]([C:20]3[CH:25]=[CH:24][CH:23]=[CH:22][CH:21]=3)[C:2](=[O:1])[C:7]3[NH:8][C:9]4[CH:10]=[CH:11][CH:12]=[CH:13][C:14]=4[C:6]=3[N:5]=2)[CH2:29][CH2:28][CH2:27]1. Given the reactants [O:1]=[C:2]1[C:7]2[NH:8][C:9]3[CH:10]=[CH:11][CH:12]=[CH:13][C:14]=3[C:6]=2[N:5]=[C:4]([S:15][CH2:16][C:17](O)=[O:18])[N:3]1[C:20]1[CH:25]=[CH:24][CH:23]=[CH:22][CH:21]=1.[CH:26]1([NH2:30])[CH2:29][CH2:28][CH2:27]1.C(N(CC)CC)C.CN(C(ON1N=NC2C=CC=NC1=2)=[N+](C)C)C.F[P-](F)(F)(F)(F)F, predict the reaction product. (6) Given the reactants [CH:1]1([C:4]2[CH:5]=[CH:6][C:7]([C:15]([OH:17])=O)=[N:8][C:9]=2[O:10][CH2:11][CH:12]2[CH2:14][CH2:13]2)[CH2:3][CH2:2]1.Cl.[NH2:19][C@@H:20]([C:24]1[CH:29]=[CH:28][CH:27]=[CH:26][CH:25]=1)[C:21]([NH2:23])=[O:22], predict the reaction product. The product is: [NH2:23][C:21](=[O:22])[C@@H:20]([NH:19][C:15](=[O:17])[C:7]1[CH:6]=[CH:5][C:4]([CH:1]2[CH2:2][CH2:3]2)=[C:9]([O:10][CH2:11][CH:12]2[CH2:13][CH2:14]2)[N:8]=1)[C:24]1[CH:29]=[CH:28][CH:27]=[CH:26][CH:25]=1.